This data is from NCI-60 drug combinations with 297,098 pairs across 59 cell lines. The task is: Regression. Given two drug SMILES strings and cell line genomic features, predict the synergy score measuring deviation from expected non-interaction effect. Drug 1: CCC(=C(C1=CC=CC=C1)C2=CC=C(C=C2)OCCN(C)C)C3=CC=CC=C3.C(C(=O)O)C(CC(=O)O)(C(=O)O)O. Drug 2: CC1C(C(CC(O1)OC2CC(CC3=C2C(=C4C(=C3O)C(=O)C5=C(C4=O)C(=CC=C5)OC)O)(C(=O)CO)O)N)O.Cl. Cell line: MDA-MB-435. Synergy scores: CSS=17.5, Synergy_ZIP=-1.26, Synergy_Bliss=-0.748, Synergy_Loewe=-7.12, Synergy_HSA=-1.68.